This data is from Forward reaction prediction with 1.9M reactions from USPTO patents (1976-2016). The task is: Predict the product of the given reaction. (1) Given the reactants [Cl:1][C:2]1[CH:7]=[CH:6][C:5](B(O)O)=[CH:4][CH:3]=1.Br[C:12]1[CH:13]=[C:14]([CH:18]([N:25]([CH3:39])[C:26](=[O:38])[CH2:27][N:28]([C:30]2[CH:35]=[CH:34][C:33]([Cl:36])=[C:32]([Cl:37])[CH:31]=2)[CH3:29])[CH2:19][N:20]2[CH2:24][CH2:23][CH2:22][CH2:21]2)[CH:15]=[CH:16][CH:17]=1, predict the reaction product. The product is: [Cl:1][C:2]1[CH:7]=[CH:6][C:5]([C:12]2[CH:17]=[CH:16][CH:15]=[C:14]([CH:18]([N:25]([CH3:39])[C:26](=[O:38])[CH2:27][N:28]([C:30]3[CH:35]=[CH:34][C:33]([Cl:36])=[C:32]([Cl:37])[CH:31]=3)[CH3:29])[CH2:19][N:20]3[CH2:24][CH2:23][CH2:22][CH2:21]3)[CH:13]=2)=[CH:4][CH:3]=1. (2) Given the reactants [F:1][C:2]1[CH:7]=[CH:6][C:5]([SH:8])=[CH:4][CH:3]=1.C(=O)([O-])[O-].[K+].[K+].[F:15][C:16]1[CH:17]=[C:18]([CH:21]=[CH:22][C:23]=1F)[CH:19]=[O:20], predict the reaction product. The product is: [F:15][C:16]1[CH:17]=[C:18]([CH:21]=[CH:22][C:23]=1[S:8][C:5]1[CH:6]=[CH:7][C:2]([F:1])=[CH:3][CH:4]=1)[CH:19]=[O:20]. (3) Given the reactants [CH2:1]([O:3][C:4]([C:6]1[C:15](=[O:16])[C:14]2[C:9](=[C:10]([C:19]#[C:20][CH2:21][C@@H:22]3[C@@H:26]([OH:27])[CH2:25][CH2:24][N:23]3[C:28]([O:30][C:31]([CH3:34])([CH3:33])[CH3:32])=[O:29])[C:11]([F:18])=[C:12]([F:17])[CH:13]=2)[N:8]([CH:35]2[CH2:37][CH2:36]2)[CH:7]=1)=[O:5])[CH3:2].N#N.N1C2C(=CC=CC=2)C=CC=1.C(N(CC)CC)C, predict the reaction product. The product is: [CH2:1]([O:3][C:4]([C:6]1[C:15](=[O:16])[C:14]2[C:9](=[C:10](/[CH:19]=[CH:20]\[CH2:21][C@@H:22]3[C@@H:26]([OH:27])[CH2:25][CH2:24][N:23]3[C:28]([O:30][C:31]([CH3:32])([CH3:33])[CH3:34])=[O:29])[C:11]([F:18])=[C:12]([F:17])[CH:13]=2)[N:8]([CH:35]2[CH2:36][CH2:37]2)[CH:7]=1)=[O:5])[CH3:2]. (4) Given the reactants CO.[NH2:3][C:4]1[C:13]2[N:14]=[C:15]([CH2:22][O:23][NH2:24])[N:16]([CH2:17][C:18]([CH3:21])([OH:20])[CH3:19])[C:12]=2[C:11]2[N:10]=[CH:9][CH:8]=[CH:7][C:6]=2[N:5]=1.[CH3:25][C:26]([CH3:28])=O, predict the reaction product. The product is: [NH2:3][C:4]1[C:13]2[N:14]=[C:15]([CH2:22][O:23][N:24]=[C:26]([CH3:28])[CH3:25])[N:16]([CH2:17][C:18]([OH:20])([CH3:19])[CH3:21])[C:12]=2[C:11]2[N:10]=[CH:9][CH:8]=[CH:7][C:6]=2[N:5]=1.